This data is from Peptide-MHC class II binding affinity with 134,281 pairs from IEDB. The task is: Regression. Given a peptide amino acid sequence and an MHC pseudo amino acid sequence, predict their binding affinity value. This is MHC class II binding data. (1) The peptide sequence is GLSGEPKGGAESSSK. The MHC is DRB3_0202 with pseudo-sequence DRB3_0202. The binding affinity (normalized) is 0. (2) The peptide sequence is GELQIVDKIDAADKI. The MHC is DRB1_1101 with pseudo-sequence DRB1_1101. The binding affinity (normalized) is 0.584. (3) The peptide sequence is AALLVVAVGLRV. The MHC is DRB1_1501 with pseudo-sequence DRB1_1501. The binding affinity (normalized) is 0.254. (4) The peptide sequence is KLIGGIGGFIKVRQYDQIPI. The MHC is DRB1_0404 with pseudo-sequence DRB1_0404. The binding affinity (normalized) is 0.209. (5) The peptide sequence is QSTFLGASQRGVGVA. The MHC is HLA-DQA10201-DQB10303 with pseudo-sequence HLA-DQA10201-DQB10303. The binding affinity (normalized) is 0.549. (6) The peptide sequence is AAGAATTAAGAASGA. The MHC is HLA-DQA10501-DQB10301 with pseudo-sequence HLA-DQA10501-DQB10301. The binding affinity (normalized) is 0.930. (7) The peptide sequence is ATTANVPPADKYKTF. The MHC is DRB1_0802 with pseudo-sequence DRB1_0802. The binding affinity (normalized) is 0.0474. (8) The peptide sequence is IRQAGVQYS. The MHC is DRB1_1101 with pseudo-sequence DRB1_1101. The binding affinity (normalized) is 0.